This data is from Peptide-MHC class II binding affinity with 134,281 pairs from IEDB. The task is: Regression. Given a peptide amino acid sequence and an MHC pseudo amino acid sequence, predict their binding affinity value. This is MHC class II binding data. (1) The MHC is DRB1_1501 with pseudo-sequence DRB1_1501. The binding affinity (normalized) is 0.706. The peptide sequence is DTFRKLFRVYDNFLR. (2) The peptide sequence is GELQIVDKIVAAFKI. The MHC is DRB1_1302 with pseudo-sequence DRB1_1302. The binding affinity (normalized) is 0.767. (3) The peptide sequence is VNKMLAVLDTNILWV. The MHC is HLA-DQA10101-DQB10501 with pseudo-sequence HLA-DQA10101-DQB10501. The binding affinity (normalized) is 0.579.